Dataset: Reaction yield outcomes from USPTO patents with 853,638 reactions. Task: Predict the reaction yield, written as a fraction of the theoretical maximum amount of product (1.0 means a 100% yield; for example, 0.34 means a 34% yield). (1) The reactants are [CH3:1][O:2][C:3](=[O:20])[C:4]1[CH:9]=[C:8]([NH2:10])[C:7]([C:11]2[C:12](F)=[N:13][CH:14]=[C:15]([CH3:17])[CH:16]=2)=[C:6]([NH2:19])[CH:5]=1.NC1C=C(C#N)C=C2C=1C1C=C(C)C=NC=1N2. No catalyst specified. The product is [CH3:1][O:2][C:3]([C:4]1[CH:9]=[C:8]2[C:7]([C:11]3[CH:16]=[C:15]([CH3:17])[CH:14]=[N:13][C:12]=3[NH:10]2)=[C:6]([NH2:19])[CH:5]=1)=[O:20]. The yield is 0.880. (2) The reactants are [CH2:1]([N:8]1[CH2:12][CH2:11][C@@H:10](O)[CH2:9]1)[C:2]1[CH:7]=[CH:6][CH:5]=[CH:4][CH:3]=1.C1(P(C2C=CC=CC=2)C2C=CC=CC=2)C=CC=CC=1.C([O-])(O)=O.[Na+].O.C(Cl)(Cl)(Cl)[Cl:40]. No catalyst specified. The product is [CH2:1]([N:8]1[CH2:12][CH2:11][C@H:10]([Cl:40])[CH2:9]1)[C:2]1[CH:7]=[CH:6][CH:5]=[CH:4][CH:3]=1. The yield is 0.720. (3) The reactants are [CH2:1]([C:8]1[C:9]2[CH2:30][NH:29][CH2:28][CH2:27][C:10]=2[N:11]=[C:12]([NH:14][C:15]2[CH:20]=[CH:19][C:18]([N:21]3[CH:25]=[CH:24][N:23]=[C:22]3[CH3:26])=[CH:17][CH:16]=2)[N:13]=1)[C:2]1[CH:7]=[CH:6][CH:5]=[CH:4][CH:3]=1.[C:31](O)(=O)C.C=O. The catalyst is CO. The product is [CH2:1]([C:8]1[C:9]2[CH2:30][N:29]([CH3:31])[CH2:28][CH2:27][C:10]=2[N:11]=[C:12]([NH:14][C:15]2[CH:16]=[CH:17][C:18]([N:21]3[CH:25]=[CH:24][N:23]=[C:22]3[CH3:26])=[CH:19][CH:20]=2)[N:13]=1)[C:2]1[CH:3]=[CH:4][CH:5]=[CH:6][CH:7]=1. The yield is 0.270. (4) The reactants are [CH3:1][S:2][C:3]1[CH:38]=[CH:37][CH:36]=[CH:35][C:4]=1[CH2:5][N:6]1[C:11]([CH3:12])=[CH:10][C:9]([O:13][CH2:14][C:15]2[CH:32]=[CH:31][CH:30]=[CH:29][C:16]=2[CH2:17][N:18]2C(=O)C3C(=CC=CC=3)C2=O)=[C:8]([Cl:33])[C:7]1=[O:34].O.NN. The catalyst is CO. The product is [NH2:18][CH2:17][C:16]1[CH:29]=[CH:30][CH:31]=[CH:32][C:15]=1[CH2:14][O:13][C:9]1[CH:10]=[C:11]([CH3:12])[N:6]([CH2:5][C:4]2[CH:35]=[CH:36][CH:37]=[CH:38][C:3]=2[S:2][CH3:1])[C:7](=[O:34])[C:8]=1[Cl:33]. The yield is 0.840. (5) The reactants are [F:1][C:2]([F:34])([CH2:30][CH2:31][CH2:32][CH3:33])[C:3](=[O:29])/[CH:4]=[CH:5]/[C@H:6]1[C@H:10]([O:11]CC2C=CC=CC=2)[CH2:9][C:8](=[O:19])[C@@H:7]1[CH2:20]/[CH:21]=[CH:22]\[CH2:23][CH2:24][CH2:25][C:26]([OH:28])=[O:27]. The catalyst is C(OCC)(=O)C.[Pd]. The product is [CH3:33][CH2:32][CH2:31][CH2:30][C:2]([F:34])([F:1])[C@:3]1([OH:29])[O:11][C@@H:10]2[CH2:9][C:8]([C@H:7]([CH2:20][CH2:21][CH2:22][CH2:23][CH2:24][CH2:25][C:26]([OH:28])=[O:27])[C@H:6]2[CH2:5][CH2:4]1)=[O:19]. The yield is 0.700. (6) The product is [CH3:12][O:13][C:14](=[O:33])[CH2:15][C:16]1[C:25]([CH:26]=[CH2:27])=[C:24]([O:28][C:29](=[O:31])[CH3:30])[C:23]2[C:18](=[CH:19][CH:20]=[C:21]([F:32])[CH:22]=2)[CH:17]=1. The yield is 0.629. The reactants are [Cl-].[Cl-].[Cl-].[In+3].C([SiH](CC)CC)C.[CH3:12][O:13][C:14](=[O:33])[CH2:15][C:16]1[C:25]([C:26]#[CH:27])=[C:24]([O:28][C:29](=[O:31])[CH3:30])[C:23]2[C:18](=[CH:19][CH:20]=[C:21]([F:32])[CH:22]=2)[CH:17]=1.C(B(CC)CC)C. The catalyst is C(#N)C.O.